Dataset: Forward reaction prediction with 1.9M reactions from USPTO patents (1976-2016). Task: Predict the product of the given reaction. Given the reactants [Br-].[I:2][C:3]1[CH:28]=[CH:27][C:6]([CH2:7][P+](C2C=CC=CC=2)(C2C=CC=CC=2)C2C=CC=CC=2)=[C:5]([SH:29])[CH:4]=1.C[O-].[Na+].Br[CH:34]([C:48]1[CH:53]=[CH:52][CH:51]=[CH:50][CH:49]=1)[C:35]([C:37]1[CH:38]=[CH:39][C:40]2[O:45][CH2:44][C:43](=[O:46])[NH:42][C:41]=2[CH:47]=1)=O.C(OCC)(=O)C, predict the reaction product. The product is: [I:2][C:3]1[CH:4]=[C:5]2[C:6]([CH:7]=[C:35]([C:37]3[CH:38]=[CH:39][C:40]4[O:45][CH2:44][C:43](=[O:46])[NH:42][C:41]=4[CH:47]=3)[CH:34]([C:48]3[CH:49]=[CH:50][CH:51]=[CH:52][CH:53]=3)[S:29]2)=[CH:27][CH:28]=1.